From a dataset of Catalyst prediction with 721,799 reactions and 888 catalyst types from USPTO. Predict which catalyst facilitates the given reaction. (1) Reactant: P([O-])([O-])([O-])=O.[K+].[K+].[K+].Cl[C:10]1[CH:11]=[CH:12][C:13]2[N:19]3[CH2:20][C@H:16]([CH2:17][CH2:18]3)[N:15]([C:21]([NH:23][C:24]3[CH:29]=[N:28][CH:27]=[CH:26][N:25]=3)=[O:22])[C:14]=2[N:30]=1.[CH3:31][C:32]1[N:37]=[CH:36][C:35](B(O)O)=[CH:34][N:33]=1.CC(C1C=C(C(C)C)C(C2C=CC=CC=2P(C2CCCCC2)C2CCCCC2)=C(C(C)C)C=1)C. Product: [CH3:31][C:32]1[N:37]=[CH:36][C:35]([C:10]2[CH:11]=[CH:12][C:13]3[N:19]4[CH2:20][C@H:16]([CH2:17][CH2:18]4)[N:15]([C:21]([NH:23][C:24]4[CH:29]=[N:28][CH:27]=[CH:26][N:25]=4)=[O:22])[C:14]=3[N:30]=2)=[CH:34][N:33]=1. The catalyst class is: 333. (2) Reactant: [Cl:1][C:2]1[CH:11]=[CH:10][C:9]2[C:8](=[O:12])[CH2:7][CH2:6][CH2:5][C:4]=2[N:3]=1.[CH3:13][Mg]Cl. Product: [Cl:1][C:2]1[CH:11]=[CH:10][C:9]2[C:8]([CH3:13])([OH:12])[CH2:7][CH2:6][CH2:5][C:4]=2[N:3]=1. The catalyst class is: 7. (3) Reactant: [OH:1][C:2]1[CH:7]=[CH:6][C:5]([SH:8])=[CH:4][CH:3]=1.[H-].[Na+].Cl[C:12]1[CH:17]=[CH:16][C:15]([N+:18]([O-:20])=[O:19])=[C:14]([NH2:21])[CH:13]=1.Cl. Product: [OH:1][C:2]1[CH:7]=[CH:6][C:5]([S:8][C:12]2[CH:17]=[CH:16][C:15]([N+:18]([O-:20])=[O:19])=[C:14]([NH2:21])[CH:13]=2)=[CH:4][CH:3]=1. The catalyst class is: 44. (4) Reactant: O[C:2]([C:26]1[CH:31]=[CH:30][CH:29]=[CH:28][CH:27]=1)([C:16]1[CH:21]=[CH:20][C:19]([C:22]([F:25])([F:24])[F:23])=[CH:18][CH:17]=1)[CH:3]1[CH2:8][CH2:7][N:6](C(OC(C)(C)C)=O)[CH2:5][CH2:4]1.C(O)(C(F)(F)F)=O.CCCCC. Product: [C:26]1([C:2]([C:16]2[CH:17]=[CH:18][C:19]([C:22]([F:25])([F:23])[F:24])=[CH:20][CH:21]=2)=[C:3]2[CH2:4][CH2:5][NH:6][CH2:7][CH2:8]2)[CH:27]=[CH:28][CH:29]=[CH:30][CH:31]=1. The catalyst class is: 2. (5) Reactant: Br[C:2]1[O:6][C:5]([C:7]2[N:12]([CH2:13][C:14]3[CH:19]=[CH:18][C:17]([F:20])=[CH:16][C:15]=3[F:21])[C:11](=[O:22])[C:10]([C:23]#[N:24])=[C:9]([C:25]([F:28])([F:27])[F:26])[CH:8]=2)=[CH:4][CH:3]=1.[CH2:29]([S:31][C:32]1[CH:33]=[C:34](B2OC(C)(C)C(C)(C)O2)[CH:35]=[C:36]([C:38]([F:41])([F:40])[F:39])[CH:37]=1)[CH3:30].C([O-])([O-])=O.[K+].[K+]. Product: [F:21][C:15]1[CH:16]=[C:17]([F:20])[CH:18]=[CH:19][C:14]=1[CH2:13][N:12]1[C:7]([C:5]2[O:6][C:2]([C:34]3[CH:35]=[C:36]([C:38]([F:40])([F:39])[F:41])[CH:37]=[C:32]([S:31][CH2:29][CH3:30])[CH:33]=3)=[CH:3][CH:4]=2)=[CH:8][C:9]([C:25]([F:28])([F:27])[F:26])=[C:10]([C:23]#[N:24])[C:11]1=[O:22]. The catalyst class is: 108. (6) Reactant: [Br:1][C:2]1[CH:8]=[CH:7][C:6]([Cl:9])=[CH:5][C:3]=1[NH2:4].C(N(CC)CC)C.[Cl:17][C:18]1[CH:19]=[C:20]([CH:24]=[CH:25][CH:26]=1)[C:21](Cl)=[O:22].O. Product: [Br:1][C:2]1[CH:8]=[CH:7][C:6]([Cl:9])=[CH:5][C:3]=1[NH:4][C:21](=[O:22])[C:20]1[CH:24]=[CH:25][CH:26]=[C:18]([Cl:17])[CH:19]=1. The catalyst class is: 4. (7) Reactant: Cl.Cl[CH2:3][C:4]1[CH:13]=[CH:12][C:11]2[C:6](=[CH:7][CH:8]=[CH:9][CH:10]=2)[N:5]=1.[CH2:14]([NH2:17])[CH2:15][NH2:16].C(=O)([O-])[O-].[K+].[K+]. Product: [N:5]1[C:6]2[C:11](=[CH:10][CH:9]=[CH:8][CH:7]=2)[CH:12]=[CH:13][C:4]=1[CH2:3][N:16]([CH2:3][C:4]1[CH:13]=[CH:12][C:11]2[C:6](=[CH:7][CH:8]=[CH:9][CH:10]=2)[N:5]=1)[CH2:15][CH2:14][N:17]([CH2:3][C:4]1[CH:13]=[CH:12][C:11]2[C:6](=[CH:7][CH:8]=[CH:9][CH:10]=2)[N:5]=1)[CH2:3][C:4]1[CH:13]=[CH:12][C:11]2[C:6](=[CH:7][CH:8]=[CH:9][CH:10]=2)[N:5]=1. The catalyst class is: 10.